This data is from Full USPTO retrosynthesis dataset with 1.9M reactions from patents (1976-2016). The task is: Predict the reactants needed to synthesize the given product. (1) Given the product [O:16]=[C:12]1[NH:11][C:10]2[C:17]3[C:22]([CH:23]=[CH:24][C:9]=2[N:8]([C:4]2[CH:3]=[C:2]([NH:1][S:34]([C:29]4[CH:30]=[CH:31][CH:32]=[CH:33][C:28]=4[N+:25]([O-:27])=[O:26])(=[O:35])=[O:36])[CH:7]=[CH:6][CH:5]=2)[C:14](=[O:15])[CH2:13]1)=[CH:21][CH:20]=[CH:19][CH:18]=3, predict the reactants needed to synthesize it. The reactants are: [NH2:1][C:2]1[CH:3]=[C:4]([N:8]2[C:14](=[O:15])[CH2:13][C:12](=[O:16])[NH:11][C:10]3[C:17]4[C:22]([CH:23]=[CH:24][C:9]2=3)=[CH:21][CH:20]=[CH:19][CH:18]=4)[CH:5]=[CH:6][CH:7]=1.[N+:25]([C:28]1[CH:33]=[CH:32][CH:31]=[CH:30][C:29]=1[S:34](Cl)(=[O:36])=[O:35])([O-:27])=[O:26]. (2) Given the product [C:12]([O:16][C:17]([N:19]1[CH2:24][CH2:23][N:22]([C:3]2[C:4]([N+:8]([O-:10])=[O:9])=[CH:5][CH:6]=[CH:7][C:2]=2[Cl:1])[CH2:21][CH2:20]1)=[O:18])([CH3:15])([CH3:13])[CH3:14], predict the reactants needed to synthesize it. The reactants are: [Cl:1][C:2]1[CH:7]=[CH:6][CH:5]=[C:4]([N+:8]([O-:10])=[O:9])[C:3]=1Cl.[C:12]([O:16][C:17]([N:19]1[CH2:24][CH2:23][NH:22][CH2:21][CH2:20]1)=[O:18])([CH3:15])([CH3:14])[CH3:13].C([O-])([O-])=O.[K+].[K+]. (3) Given the product [Cl:1][C:2]1[CH:3]=[CH:4][C:5]([O:6][CH2:7][C:8]([N:10]2[C:16]3[CH:17]=[CH:18][CH:19]=[CH:20][C:15]=3[CH2:14][N:13]3[C:21]([C:24]([Cl:37])=[O:26])=[CH:22][CH:23]=[C:12]3[CH2:11]2)=[O:9])=[CH:27][CH:28]=1, predict the reactants needed to synthesize it. The reactants are: [Cl:1][C:2]1[CH:28]=[CH:27][C:5]([O:6][CH2:7][C:8]([N:10]2[C:16]3[CH:17]=[CH:18][CH:19]=[CH:20][C:15]=3[CH2:14][N:13]3[C:21]([C:24]([OH:26])=O)=[CH:22][CH:23]=[C:12]3[CH2:11]2)=[O:9])=[CH:4][CH:3]=1.CN(C)C=O.C(Cl)(=O)C([Cl:37])=O.